Dataset: Forward reaction prediction with 1.9M reactions from USPTO patents (1976-2016). Task: Predict the product of the given reaction. Given the reactants [Br:1][C:2]1[CH:3]=[C:4]([CH2:9][CH2:10][CH2:11][C:12]([O:14]C)=[O:13])[CH:5]=[CH:6][C:7]=1[F:8].O[Li].O.Cl, predict the reaction product. The product is: [Br:1][C:2]1[CH:3]=[C:4]([CH2:9][CH2:10][CH2:11][C:12]([OH:14])=[O:13])[CH:5]=[CH:6][C:7]=1[F:8].